From a dataset of Catalyst prediction with 721,799 reactions and 888 catalyst types from USPTO. Predict which catalyst facilitates the given reaction. Reactant: C(O)(=[O:3])C.C([O-])(=O)C.[Na+].[Br:10][C:11]1[CH:12]=[C:13]([CH2:29][C:30]([OH:32])=[O:31])[CH:14]=[C:15]([Br:28])[C:16]=1[O:17][C:18]1[N:19]=[N:20][C:21](Cl)=[C:22]([CH:24]([CH3:26])[CH3:25])[CH:23]=1. Product: [Br:10][C:11]1[CH:12]=[C:13]([CH2:29][C:30]([OH:32])=[O:31])[CH:14]=[C:15]([Br:28])[C:16]=1[O:17][C:18]1[CH:23]=[C:22]([CH:24]([CH3:26])[CH3:25])[C:21](=[O:3])[NH:20][N:19]=1. The catalyst class is: 11.